This data is from Catalyst prediction with 721,799 reactions and 888 catalyst types from USPTO. The task is: Predict which catalyst facilitates the given reaction. (1) Reactant: [CH2:1]([O:3][C:4]([C:6]1([C:12]([O:14]CC)=[O:13])[CH2:10][CH2:9][CH:8]([OH:11])[CH2:7]1)=[O:5])[CH3:2].[OH-].[Na+]. Product: [CH2:1]([O:3][C:4]([C:6]1([C:12]([OH:14])=[O:13])[CH2:10][CH2:9][CH:8]([OH:11])[CH2:7]1)=[O:5])[CH3:2]. The catalyst class is: 40. (2) Reactant: [NH2:1][C:2]1[CH:7]=[CH:6][C:5]([CH2:8][CH2:9][C:10]([O:12][CH2:13][CH3:14])=[O:11])=[C:4]([F:15])[CH:3]=1.[CH2:16]([O:18][CH2:19][CH2:20][O:21][C:22]1[CH:27]=[C:26]([CH3:28])[C:25]([C:29]2[CH:34]=[CH:33][CH:32]=[C:31]([CH:35]=O)[CH:30]=2)=[C:24]([CH3:37])[CH:23]=1)[CH3:17]. Product: [CH2:16]([O:18][CH2:19][CH2:20][O:21][C:22]1[CH:27]=[C:26]([CH3:28])[C:25]([C:29]2[CH:34]=[CH:33][CH:32]=[C:31]([CH2:35][NH:1][C:2]3[CH:7]=[CH:6][C:5]([CH2:8][CH2:9][C:10]([O:12][CH2:13][CH3:14])=[O:11])=[C:4]([F:15])[CH:3]=3)[CH:30]=2)=[C:24]([CH3:37])[CH:23]=1)[CH3:17]. The catalyst class is: 11. (3) The catalyst class is: 4. Product: [Cl:1][C:2]1[CH:9]=[CH:8][C:5]([CH2:6][NH:15][C:14]2[CH:16]=[CH:17][CH:18]=[C:12]([O:11][CH3:10])[CH:13]=2)=[CH:4][CH:3]=1. Reactant: [Cl:1][C:2]1[CH:9]=[CH:8][C:5]([CH:6]=O)=[CH:4][CH:3]=1.[CH3:10][O:11][C:12]1[CH:13]=[C:14]([CH:16]=[CH:17][CH:18]=1)[NH2:15].C(O[BH-](OC(=O)C)OC(=O)C)(=O)C.[Na+].C(O)(=O)C. (4) Reactant: Cl.[Cl:2][C:3]1[CH:8]=[CH:7][CH:6]=[CH:5][C:4]=1[C:9](=[O:15])[CH2:10][CH2:11][N:12]([CH3:14])C.[Br:16][C:17]1[CH:18]=C([CH:21]=[CH:22][CH:23]=1)N. Product: [Br:16][C:17]1[CH:18]=[C:14]([NH:12][CH2:11][CH2:10][C:9]([C:4]2[CH:5]=[CH:6][CH:7]=[CH:8][C:3]=2[Cl:2])=[O:15])[CH:21]=[CH:22][CH:23]=1. The catalyst class is: 40. (5) Reactant: C(P([CH:7]([CH:13]([CH3:15])C)[C:8]([O:10][CH2:11][CH3:12])=[O:9])(CC)=O)C.[H-].[Na+].C([O:25][CH2:26][CH2:27][N:28]1[C:36]2[CH:35]=[CH:34][CH:33]=C(C=O)[C:31]=2[CH:30]=[CH:29]1)C1C=CC=CC=1.[Cl-].[NH4+]. Product: [OH:25][CH2:26][CH2:27][N:28]1[C:36]2[C:31](=[C:15]([CH2:13][CH:7]([O:9][CH2:8][CH2:7][CH3:13])[C:8]([O:10][CH2:11][CH3:12])=[O:9])[CH:33]=[CH:34][CH:35]=2)[CH:30]=[CH:29]1. The catalyst class is: 30.